Predict the reactants needed to synthesize the given product. From a dataset of Full USPTO retrosynthesis dataset with 1.9M reactions from patents (1976-2016). (1) The reactants are: F[C:2]1[CH:3]=[C:4]([CH:9]=[CH:10][C:11]=1[N+:12]([O-:14])=[O:13])[C:5]([O:7][CH3:8])=[O:6].[C:15]([NH:22][CH2:23][CH2:24][CH2:25][NH2:26])([O:17][C:18]([CH3:21])([CH3:20])[CH3:19])=[O:16].C(=O)([O-])[O-].[K+].[K+]. Given the product [C:18]([O:17][C:15]([NH:22][CH2:23][CH2:24][CH2:25][NH:26][C:2]1[CH:3]=[C:4]([CH:9]=[CH:10][C:11]=1[N+:12]([O-:14])=[O:13])[C:5]([O:7][CH3:8])=[O:6])=[O:16])([CH3:21])([CH3:20])[CH3:19], predict the reactants needed to synthesize it. (2) Given the product [F:32][C:24]1[CH:23]=[C:22]([C:21]2[N:20]=[C:10]([C:8]3[CH:7]=[CH:6][C:5]([C:13]4[CH:18]=[CH:17][CH:16]=[CH:15][C:14]=4[CH3:19])=[C:4]([CH2:3][O:2][CH3:1])[CH:9]=3)[O:12][N:33]=2)[CH:31]=[CH:30][C:25]=1[C:26]([O:28][CH3:29])=[O:27].[F:32][C:24]1[CH:23]=[C:22]([C:21]2[N:20]=[C:10]([C:8]3[CH:7]=[CH:6][C:5]([C:13]4[CH:18]=[CH:17][CH:16]=[CH:15][C:14]=4[CH3:19])=[C:4]([CH2:3][O:2][CH3:1])[CH:9]=3)[O:34][N:33]=2)[CH:31]=[CH:30][C:25]=1[C:26]([OH:28])=[O:27], predict the reactants needed to synthesize it. The reactants are: [CH3:1][O:2][CH2:3][C:4]1[CH:9]=[C:8]([C:10]([OH:12])=O)[CH:7]=[CH:6][C:5]=1[C:13]1[CH:18]=[CH:17][CH:16]=[CH:15][C:14]=1[CH3:19].[NH2:20][C:21](=[N:33][OH:34])[C:22]1[CH:31]=[CH:30][C:25]([C:26]([O:28][CH3:29])=[O:27])=[C:24]([F:32])[CH:23]=1.